Dataset: Full USPTO retrosynthesis dataset with 1.9M reactions from patents (1976-2016). Task: Predict the reactants needed to synthesize the given product. Given the product [CH2:22]([N:19]([CH2:20][CH3:21])[C:17]1[N:16]=[C:15]([C:24]2[CH:25]=[CH:26][C:27]([F:30])=[CH:28][CH:29]=2)[C:11]2[CH2:12][CH2:13][CH2:14][NH:8][CH2:9][C:10]=2[N:18]=1)[CH3:23], predict the reactants needed to synthesize it. The reactants are: C(OC([N:8]1[CH2:14][CH2:13][CH2:12][C:11]2[C:15]([C:24]3[CH:29]=[CH:28][C:27]([F:30])=[CH:26][CH:25]=3)=[N:16][C:17]([N:19]([CH2:22][CH3:23])[CH2:20][CH3:21])=[N:18][C:10]=2[CH2:9]1)=O)(C)(C)C.Cl.